This data is from CYP2C19 inhibition data for predicting drug metabolism from PubChem BioAssay. The task is: Regression/Classification. Given a drug SMILES string, predict its absorption, distribution, metabolism, or excretion properties. Task type varies by dataset: regression for continuous measurements (e.g., permeability, clearance, half-life) or binary classification for categorical outcomes (e.g., BBB penetration, CYP inhibition). Dataset: cyp2c19_veith. (1) The drug is COc1ccc(CNc2ncncc2-c2ccccc2C(F)(F)F)c(OC)c1. The result is 1 (inhibitor). (2) The molecule is COc1ccccc1CNc1ncncc1-c1cccc(C#N)c1. The result is 1 (inhibitor). (3) The compound is O=[N+]([O-])c1ccc(Nc2nc3ccccc3s2)cc1. The result is 1 (inhibitor).